Dataset: Forward reaction prediction with 1.9M reactions from USPTO patents (1976-2016). Task: Predict the product of the given reaction. (1) Given the reactants [F:1][C:2]1[C:7]([C:8]([OH:10])=O)=[CH:6][CH:5]=[CH:4][N:3]=1.Cl.[CH3:12][O:13][NH:14][CH3:15].CCN(C(C)C)C(C)C.C(Cl)CCl, predict the reaction product. The product is: [F:1][C:2]1[C:7]([C:8]([N:14]([O:13][CH3:12])[CH3:15])=[O:10])=[CH:6][CH:5]=[CH:4][N:3]=1. (2) Given the reactants [C:1]([N:4]1[C:13]2[C:8](=[CH:9][C:10]([C:14]3[CH:19]=[CH:18][C:17]([CH2:20][N:21]4[CH2:26][CH2:25][CH2:24][CH2:23][CH2:22]4)=[CH:16][CH:15]=3)=[CH:11][CH:12]=2)[C@H:7]([NH:27]C=O)[CH2:6][C@@H:5]1[CH3:30])(=[O:3])[CH3:2].Cl, predict the reaction product. The product is: [C:1]([N:4]1[C:13]2[C:8](=[CH:9][C:10]([C:14]3[CH:19]=[CH:18][C:17]([CH2:20][N:21]4[CH2:26][CH2:25][CH2:24][CH2:23][CH2:22]4)=[CH:16][CH:15]=3)=[CH:11][CH:12]=2)[C@H:7]([NH2:27])[CH2:6][C@@H:5]1[CH3:30])(=[O:3])[CH3:2].